This data is from Forward reaction prediction with 1.9M reactions from USPTO patents (1976-2016). The task is: Predict the product of the given reaction. The product is: [CH2:16]([N:14]1[CH:15]=[C:11]([C:8]2[CH:9]=[C:10]3[C:5](=[CH:6][CH:7]=2)[NH:4][N:3]=[C:2]3[NH:1][C:31]([NH:30][CH2:33][CH2:34][CH3:35])=[O:32])[N:12]=[N:13]1)[C:17]1[CH:18]=[CH:19][CH:20]=[CH:21][CH:22]=1. Given the reactants [NH2:1][C:2]1[C:10]2[C:5](=[CH:6][CH:7]=[C:8]([C:11]3[N:12]=[N:13][N:14]([CH2:16][C:17]4[CH:22]=[CH:21][CH:20]=[CH:19][CH:18]=4)[CH:15]=3)[CH:9]=2)[N:4](C(OC(C)(C)C)=O)[N:3]=1.[N:30]([CH2:33][CH2:34][CH3:35])=[C:31]=[O:32].[N-]=C=O.O, predict the reaction product.